This data is from KCNQ2 potassium channel screen with 302,405 compounds. The task is: Binary Classification. Given a drug SMILES string, predict its activity (active/inactive) in a high-throughput screening assay against a specified biological target. (1) The compound is Clc1cc(NC(=O)NCc2c(nn(c2)C)C)ccc1. The result is 0 (inactive). (2) The drug is O1c2c(OCC1)ccc(c1c(=O)c3c(oc1)cc(O)cc3O)c2. The result is 0 (inactive). (3) The compound is s1c(c(c(c1/N=C\C1C(=O)NC(=S)NC1=O)C(OCC)=O)C)C. The result is 0 (inactive).